This data is from Full USPTO retrosynthesis dataset with 1.9M reactions from patents (1976-2016). The task is: Predict the reactants needed to synthesize the given product. (1) Given the product [CH3:4][C:2]([S:5]([NH:7][C:8]1([C:12]2[S:13][C:14]([C:17]3[CH:22]=[C:21]([NH:23][C:24]4[N:29]=[C:28]([C:30]([F:32])([F:33])[F:31])[CH:27]=[CH:26][N:25]=4)[CH:20]=[C:19]([CH3:34])[CH:18]=3)=[CH:15][N:16]=2)[CH2:9][O:10][CH2:11]1)(=[O:43])=[O:6])([CH3:1])[CH3:3], predict the reactants needed to synthesize it. The reactants are: [CH3:1][C:2]([S:5]([NH:7][C:8]1([C:12]2[S:13][C:14]([C:17]3[CH:22]=[C:21]([NH:23][C:24]4[N:29]=[C:28]([C:30]([F:33])([F:32])[F:31])[CH:27]=[CH:26][N:25]=4)[CH:20]=[C:19]([CH3:34])[CH:18]=3)=[CH:15][N:16]=2)[CH2:11][O:10][CH2:9]1)=[O:6])([CH3:4])[CH3:3].C1C=C(Cl)C=C(C(OO)=[O:43])C=1. (2) Given the product [CH3:19][S:20][C:21]1[CH:26]=[CH:25][C:24]([C:2]2[CH:7]=[CH:6][N:5]=[C:4]([NH:8][CH:9]3[CH2:14][C:13]([CH3:16])([CH3:15])[NH:12][C:11]([CH3:18])([CH3:17])[CH2:10]3)[N:3]=2)=[CH:23][CH:22]=1, predict the reactants needed to synthesize it. The reactants are: Cl[C:2]1[CH:7]=[CH:6][N:5]=[C:4]([NH:8][CH:9]2[CH2:14][C:13]([CH3:16])([CH3:15])[NH:12][C:11]([CH3:18])([CH3:17])[CH2:10]2)[N:3]=1.[CH3:19][S:20][C:21]1[CH:26]=[CH:25][C:24](B(O)O)=[CH:23][CH:22]=1.C(=O)([O-])[O-].[Na+].[Na+].